This data is from CYP2C9 inhibition data for predicting drug metabolism from PubChem BioAssay. The task is: Regression/Classification. Given a drug SMILES string, predict its absorption, distribution, metabolism, or excretion properties. Task type varies by dataset: regression for continuous measurements (e.g., permeability, clearance, half-life) or binary classification for categorical outcomes (e.g., BBB penetration, CYP inhibition). Dataset: cyp2c9_veith. The compound is Cc1ccccc1NC(=O)C1CC(=O)N(c2ccc3c4c(cccc24)CC3)C1. The result is 0 (non-inhibitor).